From a dataset of Reaction yield outcomes from USPTO patents with 853,638 reactions. Predict the reaction yield, written as a fraction of the theoretical maximum amount of product (1.0 means a 100% yield; for example, 0.34 means a 34% yield). (1) The reactants are [CH3:1][C:2]1[CH:3]=[C:4]([CH:28]=[CH:29][CH:30]=1)[C:5]([C:7]1[C:15]2[CH:14]=[CH:13][C:12](=[O:16])[N:11]([C:17]3[CH:22]=[CH:21][CH:20]=[CH:19][CH:18]=3)[C:10]=2[S:9][C:8]=1[C:23]([O:25]CC)=[O:24])=[O:6].[OH-].[Na+]. The catalyst is CCO. The product is [CH3:1][C:2]1[CH:3]=[C:4]([CH:28]=[CH:29][CH:30]=1)[C:5]([C:7]1[C:15]2[CH:14]=[CH:13][C:12](=[O:16])[N:11]([C:17]3[CH:22]=[CH:21][CH:20]=[CH:19][CH:18]=3)[C:10]=2[S:9][C:8]=1[C:23]([OH:25])=[O:24])=[O:6]. The yield is 0.810. (2) The reactants are [CH3:1][O:2][C:3]1[CH:27]=[CH:26][C:6]([CH2:7][C:8]2[N:12]3[C:13](=[O:25])[C:14]4[NH:15][CH:16]=[N:17][C:18]=4[N:19]([CH2:20][CH2:21][CH2:22][CH2:23][CH3:24])[C:11]3=[N:10][N:9]=2)=[CH:5][CH:4]=1.[Br:28]N1C(=O)CCC1=O. The catalyst is C1COCC1. The product is [Br:28][C:16]1[NH:15][C:14]2[C:13](=[O:25])[N:12]3[C:8]([CH2:7][C:6]4[CH:5]=[CH:4][C:3]([O:2][CH3:1])=[CH:27][CH:26]=4)=[N:9][N:10]=[C:11]3[N:19]([CH2:20][CH2:21][CH2:22][CH2:23][CH3:24])[C:18]=2[N:17]=1. The yield is 0.600.